Dataset: NCI-60 drug combinations with 297,098 pairs across 59 cell lines. Task: Regression. Given two drug SMILES strings and cell line genomic features, predict the synergy score measuring deviation from expected non-interaction effect. (1) Drug 1: CC12CCC3C(C1CCC2OP(=O)(O)O)CCC4=C3C=CC(=C4)OC(=O)N(CCCl)CCCl.[Na+]. Drug 2: CC1C(C(CC(O1)OC2CC(CC3=C2C(=C4C(=C3O)C(=O)C5=C(C4=O)C(=CC=C5)OC)O)(C(=O)CO)O)N)O.Cl. Cell line: OVCAR-5. Synergy scores: CSS=35.3, Synergy_ZIP=-4.57, Synergy_Bliss=-3.32, Synergy_Loewe=-1.64, Synergy_HSA=-0.500. (2) Drug 1: C1=CC=C(C=C1)NC(=O)CCCCCCC(=O)NO. Drug 2: CC(C)CN1C=NC2=C1C3=CC=CC=C3N=C2N. Cell line: 786-0. Synergy scores: CSS=11.4, Synergy_ZIP=1.78, Synergy_Bliss=-2.98, Synergy_Loewe=-1.25, Synergy_HSA=-3.64. (3) Drug 1: C1CCC(C1)C(CC#N)N2C=C(C=N2)C3=C4C=CNC4=NC=N3. Drug 2: CC1OCC2C(O1)C(C(C(O2)OC3C4COC(=O)C4C(C5=CC6=C(C=C35)OCO6)C7=CC(=C(C(=C7)OC)O)OC)O)O. Cell line: A549. Synergy scores: CSS=48.4, Synergy_ZIP=1.40, Synergy_Bliss=2.86, Synergy_Loewe=-9.09, Synergy_HSA=5.53.